From a dataset of Reaction yield outcomes from USPTO patents with 853,638 reactions. Predict the reaction yield, written as a fraction of the theoretical maximum amount of product (1.0 means a 100% yield; for example, 0.34 means a 34% yield). (1) The product is [CH3:22][O:21][CH2:20][CH2:19][O:18][C:14]1[CH:15]=[C:16]2[C:11](=[C:12]([N:23]([CH3:33])[S:24]([C:27]3[N:28]([CH3:32])[CH:29]=[CH:30][N:31]=3)(=[O:25])=[O:26])[CH:13]=1)[NH:10][C:9]([C:7]1[S:8][CH:4]([CH2:3][N:49]3[CH2:54][CH2:53][S:52](=[O:55])[CH2:51][CH2:50]3)[CH2:5][N:6]=1)=[CH:17]2. The catalyst is O1CCCC1.O.C(N(CC)CC)C. The reactants are CO[CH:3](OC)[CH:4]1[S:8][C:7]([C:9]2[NH:10][C:11]3[C:16]([CH:17]=2)=[CH:15][C:14]([O:18][CH2:19][CH2:20][O:21][CH3:22])=[CH:13][C:12]=3[N:23]([CH3:33])[S:24]([C:27]2[N:28]([CH3:32])[CH:29]=[CH:30][N:31]=2)(=[O:26])=[O:25])=[N:6][CH2:5]1.FC(F)(F)C(O)=O.S(=O)(=O)(O)O.Cl.[NH:49]1[CH2:54][CH2:53][S:52](=[O:55])[CH2:51][CH2:50]1.C(O[BH-](OC(=O)C)OC(=O)C)(=O)C.[Na+]. The yield is 0.180. (2) The reactants are OC1C(=O)NN=C(CCC2C=CC=CC=2)C=1.[CH2:17]([O:24][C:25]1[N:26]=[N:27][C:28]([C:39]#[C:40][C:41]2[CH:46]=[CH:45][C:44]([C:47]([F:50])([F:49])[F:48])=[C:43]([Cl:51])[CH:42]=2)=[CH:29][C:30]=1[O:31][CH2:32][C:33]1[CH:38]=[CH:37][CH:36]=[CH:35][CH:34]=1)[C:18]1[CH:23]=[CH:22][CH:21]=[CH:20][CH:19]=1. The catalyst is C1COCC1. The product is [CH2:17]([O:24][C:25]1[N:26]=[N:27][C:28]([CH2:39][CH2:40][C:41]2[CH:46]=[CH:45][C:44]([C:47]([F:49])([F:48])[F:50])=[C:43]([Cl:51])[CH:42]=2)=[CH:29][C:30]=1[O:31][CH2:32][C:33]1[CH:34]=[CH:35][CH:36]=[CH:37][CH:38]=1)[C:18]1[CH:23]=[CH:22][CH:21]=[CH:20][CH:19]=1. The yield is 0.170. (3) The reactants are [H-].[Na+].[Br:3][C:4]1[CH:12]=[C:11]2[C:7]([C:8]3[CH2:16][CH2:15][N:14]([C:17]([O:19][C:20]([CH3:23])([CH3:22])[CH3:21])=[O:18])[CH2:13][C:9]=3[NH:10]2)=[CH:6][C:5]=1[F:24].[CH3:25]I. The catalyst is CN(C=O)C. The product is [Br:3][C:4]1[CH:12]=[C:11]2[C:7]([C:8]3[CH2:16][CH2:15][N:14]([C:17]([O:19][C:20]([CH3:21])([CH3:23])[CH3:22])=[O:18])[CH2:13][C:9]=3[N:10]2[CH3:25])=[CH:6][C:5]=1[F:24]. The yield is 0.910. (4) The reactants are Cl[C:2]1[N:7]=[C:6]([C:8]2[S:12][C:11]([CH:13]3[CH2:16][CH2:15][CH2:14]3)=[N:10][C:9]=2[C:17]2[CH:18]=[CH:19][C:20]([F:35])=[C:21]([NH:23][S:24]([C:27]3[CH:32]=[C:31]([F:33])[CH:30]=[CH:29][C:28]=3[F:34])(=[O:26])=[O:25])[CH:22]=2)[CH:5]=[CH:4][N:3]=1.[CH3:36][S:37]([N:40]1[CH2:45][CH2:44][CH:43]([NH2:46])[CH2:42][CH2:41]1)(=[O:39])=[O:38]. The catalyst is C1COCC1. The product is [CH:13]1([C:11]2[S:12][C:8]([C:6]3[CH:5]=[CH:4][N:3]=[C:2]([NH:46][CH:43]4[CH2:44][CH2:45][N:40]([S:37]([CH3:36])(=[O:39])=[O:38])[CH2:41][CH2:42]4)[N:7]=3)=[C:9]([C:17]3[CH:18]=[CH:19][C:20]([F:35])=[C:21]([NH:23][S:24]([C:27]4[CH:32]=[C:31]([F:33])[CH:30]=[CH:29][C:28]=4[F:34])(=[O:26])=[O:25])[CH:22]=3)[N:10]=2)[CH2:16][CH2:15][CH2:14]1. The yield is 0.980. (5) The reactants are [CH2:1]([NH2:11])/[CH:2]=[C:3](/[CH2:5][CH2:6][CH:7]=[C:8]([CH3:10])[CH3:9])\[CH3:4].C(N(CC)CC)C.[CH3:19][S:20](Cl)(=[O:22])=[O:21].O. The catalyst is ClCCl. The product is [CH3:4]/[C:3](/[CH2:5][CH2:6][CH:7]=[C:8]([CH3:10])[CH3:9])=[CH:2]\[CH2:1][NH:11][S:20]([CH3:19])(=[O:22])=[O:21]. The yield is 0.450. (6) The reactants are [F:1][C:2]([F:7])([F:6])[C:3]([OH:5])=[O:4].FC(F)(F)C(O)=O.[NH2:15][CH2:16][CH2:17][C:18]([NH:20][C:21]1[CH:22]=[CH:23][C:24]2[NH:25][C:26]3[N:42]=[C:30]([NH:31][C:32]4[CH:33]=[CH:34][CH:35]=[C:36]([CH:41]=4)[CH2:37][CH2:38][C:39]=1[CH:40]=2)[N:29]=[CH:28][C:27]=3[Cl:43])=[O:19].[C:44]1([N:50]=[C:51]=[O:52])[CH:49]=[CH:48][CH:47]=[CH:46][CH:45]=1. No catalyst specified. The product is [F:1][C:2]([F:7])([F:6])[C:3]([OH:5])=[O:4].[NH:50]([C:51]([NH:15][CH2:16][CH2:17][C:18]([NH:20][C:21]1[CH:22]=[CH:23][C:24]2[NH:25][C:26]3[N:42]=[C:30]([NH:31][C:32]4[CH:33]=[CH:34][CH:35]=[C:36]([CH:41]=4)[CH2:37][CH2:38][C:39]=1[CH:40]=2)[N:29]=[CH:28][C:27]=3[Cl:43])=[O:19])=[O:52])[C:44]1[CH:49]=[CH:48][CH:47]=[CH:46][CH:45]=1. The yield is 0.350. (7) The reactants are C1CC[CH:4]([N:7]=[C:8]=NC2CCCCC2)CC1.Br[CH2:17]/[CH:18]=[CH:19]/[C:20]([OH:22])=O.[C:23]([C:25]1[CH:26]=[C:27]([NH:31][C:32]2[C:33]3[CH:41]=[C:40]([NH2:42])[N:39]=[CH:38][C:34]=3[N:35]=[CH:36][N:37]=2)[CH:28]=[CH:29][CH:30]=1)#[CH:24].C(N(C(C)C)CC)(C)C.CNC.C(=O)([O-])[O-].[Na+].[Na+]. The catalyst is C1COCC1.CC(N(C)C)=O. The product is [CH3:4][N:7]([CH3:8])[CH2:17]/[CH:18]=[CH:19]/[C:20]([NH:42][C:40]1[N:39]=[CH:38][C:34]2[N:35]=[CH:36][N:37]=[C:32]([NH:31][C:27]3[CH:28]=[CH:29][CH:30]=[C:25]([C:23]#[CH:24])[CH:26]=3)[C:33]=2[CH:41]=1)=[O:22]. The yield is 0.510. (8) The reactants are [CH2:1]([N:5]([CH2:23][CH2:24]C1C=CC=CC=1)[C:6]([CH:8]1[CH2:10][N:9]1[CH:11]([C:13]1[C:22]2[C:17](=[CH:18][CH:19]=[CH:20][CH:21]=2)[CH:16]=[CH:15][CH:14]=1)[CH3:12])=[O:7])[CH2:2][CH:3]=[CH2:4]. The catalyst is ClC1C=CC=CC=1Cl. The product is [C:13]1([CH:11]([N:9]2[CH:8]3[C:6](=[O:7])[N:5]([CH2:23][CH2:24][C:13]4[CH:22]=[CH:17][CH:16]=[CH:15][CH:14]=4)[CH2:1][CH2:2][CH:3]3[CH2:4][CH2:10]2)[CH3:12])[C:22]2[C:17](=[CH:18][CH:19]=[CH:20][CH:21]=2)[CH:16]=[CH:15][CH:14]=1. The yield is 0.330. (9) The reactants are [CH:1]1([CH2:4][N:5]2[C:10](=[O:11])[C:9](O)=[N:8][C:7]3[CH:13]=[CH:14][CH:15]=[N:16][C:6]2=3)[CH2:3][CH2:2]1.P(Br)(Br)([Br:19])=O.C(=O)([O-])[O-].[Na+].[Na+]. The catalyst is ClC(Cl)C. The product is [Br:19][C:9]1[C:10](=[O:11])[N:5]([CH2:4][CH:1]2[CH2:3][CH2:2]2)[C:6]2[N:16]=[CH:15][CH:14]=[CH:13][C:7]=2[N:8]=1. The yield is 0.665.